Dataset: Forward reaction prediction with 1.9M reactions from USPTO patents (1976-2016). Task: Predict the product of the given reaction. (1) Given the reactants [ClH:1].Cl.[CH3:3][NH:4][CH2:5][C:6]1[N:7]=[C:8]([S:17][C:18]2[CH:23]=[CH:22][CH:21]=[CH:20][CH:19]=2)[N:9]([C:11]2[CH:16]=[CH:15][CH:14]=[CH:13][CH:12]=2)[CH:10]=1.[OH:24]OS([O-])=O.[K+].O.O.O.O.O.S([O-])([O-])(=O)=S.[Na+].[Na+].C(=O)([O-])O.[Na+], predict the reaction product. The product is: [ClH:1].[ClH:1].[CH3:3][NH:4][CH2:5][C:6]1[N:7]=[C:8]([S:17]([C:18]2[CH:23]=[CH:22][CH:21]=[CH:20][CH:19]=2)=[O:24])[N:9]([C:11]2[CH:16]=[CH:15][CH:14]=[CH:13][CH:12]=2)[CH:10]=1. (2) The product is: [CH2:1]([NH:9][C:10]1[C:11]2[CH:18]=[C:17]([C:19]([OH:21])=[O:20])[S:16][C:12]=2[N:13]=[CH:14][N:15]=1)[CH2:2][C:3]1[CH:8]=[CH:7][CH:6]=[CH:5][CH:4]=1. Given the reactants [CH2:1]([NH:9][C:10]1[C:11]2[CH:18]=[C:17]([C:19]([O:21]CC)=[O:20])[S:16][C:12]=2[N:13]=[CH:14][N:15]=1)[CH2:2][C:3]1[CH:8]=[CH:7][CH:6]=[CH:5][CH:4]=1.[OH-].[Li+].Cl, predict the reaction product. (3) Given the reactants [CH3:1][C:2]1([CH3:16])[C:6]([CH3:8])([CH3:7])[O:5][B:4]([C:9]2[CH:10]=[C:11]([OH:15])[CH:12]=[CH:13][CH:14]=2)[O:3]1.C([O-])([O-])=O.[K+].[K+].Br[CH2:24][CH2:25][O:26][CH3:27], predict the reaction product. The product is: [CH3:27][O:26][CH2:25][CH2:24][O:15][C:11]1[CH:10]=[C:9]([B:4]2[O:3][C:2]([CH3:16])([CH3:1])[C:6]([CH3:7])([CH3:8])[O:5]2)[CH:14]=[CH:13][CH:12]=1. (4) Given the reactants F[C:2]1[CH:7]=[CH:6][C:5]([NH:8][C:9]([C:11]2[C:12]([C:17]3[CH:22]=[CH:21][C:20]([C:23]([F:26])([F:25])[F:24])=[CH:19][CH:18]=3)=[CH:13][CH:14]=[CH:15][CH:16]=2)=[O:10])=[CH:4][C:3]=1[N+:27]([O-:29])=[O:28].[CH3:30][NH:31][CH2:32][CH2:33][C:34]1[CH:39]=[CH:38][CH:37]=[CH:36][N:35]=1.C(N(CC)CC)C.C(OCC)(=O)C, predict the reaction product. The product is: [CH3:30][N:31]([CH2:32][CH2:33][C:34]1[CH:39]=[CH:38][CH:37]=[CH:36][N:35]=1)[C:2]1[CH:7]=[CH:6][C:5]([NH:8][C:9]([C:11]2[C:12]([C:17]3[CH:18]=[CH:19][C:20]([C:23]([F:25])([F:24])[F:26])=[CH:21][CH:22]=3)=[CH:13][CH:14]=[CH:15][CH:16]=2)=[O:10])=[CH:4][C:3]=1[N+:27]([O-:29])=[O:28]. (5) Given the reactants [C:1]([O:4][C:5](=[O:7])[CH3:6])(=O)[CH3:2].N1C=CC=CC=1.[Cl:14][C:15]1[C:20]([F:21])=[CH:19][CH:18]=[C:17]([Cl:22])[C:16]=1C(O)C, predict the reaction product. The product is: [C:5]([O:4][CH:1]([C:16]1[C:17]([Cl:22])=[CH:18][CH:19]=[C:20]([F:21])[C:15]=1[Cl:14])[CH3:2])(=[O:7])[CH3:6]. (6) Given the reactants [F:1][C:2]([F:43])([F:42])[C:3]1[CH:4]=[C:5]([CH:39]=[CH:40][CH:41]=1)[CH2:6][NH:7][C:8](=[O:38])[C:9]1[CH:14]=[CH:13][N:12]=[C:11]([C:15]2[CH:20]=[C:19]([N:21]3[CH2:26][CH2:25][CH2:24][CH2:23][CH2:22]3)[CH:18]=[CH:17][C:16]=2[NH:27][C:28](=[O:37])[C:29]2[CH:34]=[CH:33][CH:32]=[C:31]([CH2:35]Br)[CH:30]=2)[CH:10]=1.[CH3:44][O:45][CH2:46][CH2:47][NH:48][C:49](=[O:54])[CH2:50][CH2:51][NH:52][CH3:53].C(=O)([O-])[O-].[K+].[K+].[I-].[K+], predict the reaction product. The product is: [CH3:44][O:45][CH2:46][CH2:47][NH:48][C:49](=[O:54])[CH2:50][CH2:51][N:52]([CH2:35][C:31]1[CH:30]=[C:29]([CH:34]=[CH:33][CH:32]=1)[C:28]([NH:27][C:16]1[CH:17]=[CH:18][C:19]([N:21]2[CH2:26][CH2:25][CH2:24][CH2:23][CH2:22]2)=[CH:20][C:15]=1[C:11]1[CH:10]=[C:9]([CH:14]=[CH:13][N:12]=1)[C:8]([NH:7][CH2:6][C:5]1[CH:39]=[CH:40][CH:41]=[C:3]([C:2]([F:43])([F:42])[F:1])[CH:4]=1)=[O:38])=[O:37])[CH3:53]. (7) Given the reactants [F:1][C:2]1[C:7]([F:8])=[C:6]([O:9][CH2:10][CH3:11])[CH:5]=[CH:4][C:3]=1[C@H:12]1[CH2:17][CH2:16][C@H:15]([CH:18]2[CH2:23][CH2:22][C:21](=[O:24])[CH:20]=[CH:19]2)[CH2:14][CH2:13]1.[Cl-].[NH4+], predict the reaction product. The product is: [F:1][C:2]1[C:7]([F:8])=[C:6]([O:9][CH2:10][CH3:11])[CH:5]=[CH:4][C:3]=1[C@H:12]1[CH2:13][CH2:14][C@H:15]([CH:18]2[CH2:23][CH2:22][C:21]([CH2:4][CH2:3][CH2:2][CH2:7][CH3:6])([OH:24])[CH:20]=[CH:19]2)[CH2:16][CH2:17]1. (8) Given the reactants I[CH2:2][CH2:3][CH3:4].[CH2:5]([NH:12][C:13](=[O:35])[N:14]([C:16]1[CH:17]=[C:18]([C:22]2[CH:27]=[CH:26][C:25]([CH2:28][CH2:29][C:30]([O:32][CH3:33])=[O:31])=[CH:24][C:23]=2[OH:34])[CH:19]=[CH:20][CH:21]=1)[CH3:15])[CH2:6][CH2:7][CH2:8][CH2:9][CH2:10][CH3:11].C(=O)([O-])[O-].[K+].[K+], predict the reaction product. The product is: [CH2:5]([NH:12][C:13](=[O:35])[N:14]([C:16]1[CH:17]=[C:18]([C:22]2[CH:27]=[CH:26][C:25]([CH2:28][CH2:29][C:30]([O:32][CH3:33])=[O:31])=[CH:24][C:23]=2[O:34][CH2:2][CH2:3][CH3:4])[CH:19]=[CH:20][CH:21]=1)[CH3:15])[CH2:6][CH2:7][CH2:8][CH2:9][CH2:10][CH3:11].